Dataset: NCI-60 drug combinations with 297,098 pairs across 59 cell lines. Task: Regression. Given two drug SMILES strings and cell line genomic features, predict the synergy score measuring deviation from expected non-interaction effect. (1) Drug 1: CC1=C2C(C(=O)C3(C(CC4C(C3C(C(C2(C)C)(CC1OC(=O)C(C(C5=CC=CC=C5)NC(=O)C6=CC=CC=C6)O)O)OC(=O)C7=CC=CC=C7)(CO4)OC(=O)C)O)C)OC(=O)C. Drug 2: CC12CCC3C(C1CCC2OP(=O)(O)O)CCC4=C3C=CC(=C4)OC(=O)N(CCCl)CCCl.[Na+]. Cell line: DU-145. Synergy scores: CSS=66.1, Synergy_ZIP=24.0, Synergy_Bliss=22.6, Synergy_Loewe=-21.6, Synergy_HSA=20.9. (2) Drug 1: C1CCC(C1)C(CC#N)N2C=C(C=N2)C3=C4C=CNC4=NC=N3. Drug 2: C1CN1P(=S)(N2CC2)N3CC3. Cell line: OVCAR-8. Synergy scores: CSS=22.2, Synergy_ZIP=-4.75, Synergy_Bliss=4.36, Synergy_Loewe=-5.33, Synergy_HSA=2.65. (3) Drug 1: CC1C(C(CC(O1)OC2CC(CC3=C2C(=C4C(=C3O)C(=O)C5=C(C4=O)C(=CC=C5)OC)O)(C(=O)CO)O)N)O.Cl. Drug 2: C1=NC2=C(N1)C(=S)N=CN2. Cell line: SF-295. Synergy scores: CSS=45.0, Synergy_ZIP=-1.57, Synergy_Bliss=0.295, Synergy_Loewe=-1.22, Synergy_HSA=1.54. (4) Drug 1: CC(C)CN1C=NC2=C1C3=CC=CC=C3N=C2N. Drug 2: C1C(C(OC1N2C=NC3=C2NC=NCC3O)CO)O. Cell line: T-47D. Synergy scores: CSS=1.34, Synergy_ZIP=0.314, Synergy_Bliss=-1.46, Synergy_Loewe=-3.89, Synergy_HSA=-3.56. (5) Drug 2: CCC1(CC2CC(C3=C(CCN(C2)C1)C4=CC=CC=C4N3)(C5=C(C=C6C(=C5)C78CCN9C7C(C=CC9)(C(C(C8N6C)(C(=O)OC)O)OC(=O)C)CC)OC)C(=O)OC)O.OS(=O)(=O)O. Cell line: OVCAR3. Drug 1: COC1=CC(=CC(=C1O)OC)C2C3C(COC3=O)C(C4=CC5=C(C=C24)OCO5)OC6C(C(C7C(O6)COC(O7)C8=CC=CS8)O)O. Synergy scores: CSS=55.8, Synergy_ZIP=-9.90, Synergy_Bliss=-8.43, Synergy_Loewe=-12.0, Synergy_HSA=-5.82.